From a dataset of Catalyst prediction with 721,799 reactions and 888 catalyst types from USPTO. Predict which catalyst facilitates the given reaction. (1) Reactant: [C:1]([C:3]1[CH:8]=[CH:7][C:6]([C:9]2([O:12][CH2:13][C:14]([CH3:17])([CH3:16])[CH3:15])[CH2:11][CH2:10]2)=[CH:5][C:4]=1C)#[CH:2].[CH2:19]([O:21][C:22](=[O:30])[C:23]1[CH:28]=[CH:27][C:26](I)=[CH:25][CH:24]=1)[CH3:20].[CH2:31](N(CC)CC)C. Product: [CH3:15][C:14]([CH3:17])([CH3:16])[CH2:13][O:12][C:9]1([C:6]2[CH:7]=[CH:8][C:3]([C:1]#[C:2][C:26]3[CH:27]=[CH:28][C:23]([C:22]([O:21][CH2:19][CH3:20])=[O:30])=[CH:24][CH:25]=3)=[CH:4][C:5]=2[CH3:31])[CH2:11][CH2:10]1. The catalyst class is: 724. (2) Reactant: Cl.C[O:3][C:4]([C:6]12[CH2:15][CH:10]3[CH2:11][CH:12]([CH2:14][C:8]([NH2:16])([CH2:9]3)[CH2:7]1)[CH2:13]2)=[O:5].[N:17]1[CH:22]=[CH:21][N:20]=[CH:19][C:18]=1[C:23](O)=[O:24].C1CN([P+](ON2N=NC3C=CC=CC2=3)(N2CCCC2)N2CCCC2)CC1.F[P-](F)(F)(F)(F)F.C(N(CC)CC)C.C(=O)(O)[O-].[Na+].O.[OH-].[Li+]. Product: [N:17]1[CH:22]=[CH:21][N:20]=[CH:19][C:18]=1[C:23]([NH:16][C:8]12[CH2:9][CH:10]3[CH2:11][CH:12]([CH2:13][C:6]([C:4]([OH:3])=[O:5])([CH2:15]3)[CH2:7]1)[CH2:14]2)=[O:24]. The catalyst class is: 2. (3) Reactant: [NH2:1][CH2:2][CH2:3][CH2:4][CH2:5][CH2:6][CH2:7][N:8]1[C:16]2[N:11]3[C:12](=[N:17][C:18]([CH3:19])=[C:10]3[C:9]1=[O:20])[CH:13]=[CH:14][CH:15]=2.C(N(CC)CC)C.C1C=CC(N([S:35]([C:38]([F:41])([F:40])[F:39])(=[O:37])=[O:36])[S:35]([C:38]([F:41])([F:40])[F:39])(=[O:37])=[O:36])=CC=1. Product: [CH3:19][C:18]1[N:17]=[C:12]2[CH:13]=[CH:14][CH:15]=[C:16]3[N:11]2[C:10]=1[C:9](=[O:20])[N:8]3[CH2:7][CH2:6][CH2:5][CH2:4][CH2:3][CH2:2][NH:1][S:35]([C:38]([F:41])([F:40])[F:39])(=[O:37])=[O:36]. The catalyst class is: 2. (4) Reactant: C(OC(=O)[NH:7][CH2:8][CH2:9][C:10]1([C:28]2[CH:33]=[CH:32][CH:31]=[CH:30][CH:29]=2)[N:14]([C:15](=[O:20])[C:16]([CH3:19])([CH3:18])[CH3:17])[N:13]=[C:12]([NH:21][C:22](=[O:27])[C:23]([CH3:26])([CH3:25])[CH3:24])[S:11]1)(C)(C)C.[F:35][C:36]([F:41])([F:40])[C:37]([OH:39])=[O:38]. Product: [F:35][C:36]([F:41])([F:40])[C:37]([O-:39])=[O:38].[NH2:7][CH2:8][CH2:9][C:10]1([C:28]2[CH:29]=[CH:30][CH:31]=[CH:32][CH:33]=2)[S:11][C:12]([NH:21][C:22](=[O:27])[C:23]([CH3:24])([CH3:25])[CH3:26])=[N:13][N:14]1[C:15](=[O:20])[C:16]([CH3:19])([CH3:17])[CH3:18]. The catalyst class is: 4.